This data is from Reaction yield outcomes from USPTO patents with 853,638 reactions. The task is: Predict the reaction yield, written as a fraction of the theoretical maximum amount of product (1.0 means a 100% yield; for example, 0.34 means a 34% yield). (1) The reactants are [Br:1][C:2]1[CH:7]=[CH:6][C:5]([N+:8]([O-:10])=[O:9])=[CH:4][C:3]=1[CH2:11][C:12](OC)=[O:13].CO.O. The catalyst is C1COCC1. The product is [Br:1][C:2]1[CH:7]=[CH:6][C:5]([N+:8]([O-:10])=[O:9])=[CH:4][C:3]=1[CH2:11][CH2:12][OH:13]. The yield is 0.960. (2) The catalyst is N1C=CC=CC=1.CO. The yield is 0.175. The product is [N:2]1[CH:7]=[CH:6][CH:5]=[C:4]([O:8][C:9]2[CH:10]=[CH:11][C:12]([C:15]3[O:19][C:18]([NH:20][C:27](=[O:28])[C:26]4[CH:30]=[CH:31][CH:32]=[C:24]([O:23][C:22]([F:21])([F:33])[F:34])[CH:25]=4)=[N:17][N:16]=3)=[CH:13][CH:14]=2)[CH:3]=1. The reactants are Br.[N:2]1[CH:7]=[CH:6][CH:5]=[C:4]([O:8][C:9]2[CH:14]=[CH:13][C:12]([C:15]3[O:19][C:18]([NH2:20])=[N:17][N:16]=3)=[CH:11][CH:10]=2)[CH:3]=1.[F:21][C:22]([F:34])([F:33])[O:23][C:24]1[CH:25]=[C:26]([CH:30]=[CH:31][CH:32]=1)[C:27](Cl)=[O:28]. (3) The product is [F:19][C:20]([F:33])([F:32])[S:21]([O:3][C:4]1[CH:9]=[CH:8][C:7]([N+:10]([O-:12])=[O:11])=[CH:6][C:5]=1[NH:13][C:14](=[O:18])[CH2:15][CH2:16][CH3:17])(=[O:23])=[O:22]. The yield is 0.540. The reactants are [H-].[Na+].[OH:3][C:4]1[CH:9]=[CH:8][C:7]([N+:10]([O-:12])=[O:11])=[CH:6][C:5]=1[NH:13][C:14](=[O:18])[CH2:15][CH2:16][CH3:17].[F:19][C:20]([F:33])([F:32])[S:21](O[S:21]([C:20]([F:33])([F:32])[F:19])(=[O:23])=[O:22])(=[O:23])=[O:22].O. The catalyst is C(#N)C. (4) The catalyst is CN(C)C1C=CN=CC=1.C1COCC1. The product is [C:2]([C:5]1[N:6]([CH2:23][C:24]2[CH:25]=[CH:26][C:27]([CH2:30][NH:31][C:39](=[O:41])[CH3:40])=[CH:28][CH:29]=2)[C:7](=[O:22])[C:8]2[C:13]([C:14]=1[C:15]1[CH:16]=[CH:17][CH:18]=[CH:19][CH:20]=1)=[CH:12][C:11]([Br:21])=[CH:10][CH:9]=2)(=[O:4])[CH3:3]. The yield is 0.920. The reactants are Cl.[C:2]([C:5]1[N:6]([CH2:23][C:24]2[CH:29]=[CH:28][C:27]([CH2:30][NH2:31])=[CH:26][CH:25]=2)[C:7](=[O:22])[C:8]2[C:13]([C:14]=1[C:15]1[CH:20]=[CH:19][CH:18]=[CH:17][CH:16]=1)=[CH:12][C:11]([Br:21])=[CH:10][CH:9]=2)(=[O:4])[CH3:3].C(N(CC)CC)C.[C:39](OC(=O)C)(=[O:41])[CH3:40]. (5) The reactants are [C:1]([O:5][C:6](=[O:29])[C:7]([O:10]/[N:11]=[C:12](/[C:16]1[N:17]=[C:18]([NH:21][C:22]([O:24][C:25]([CH3:28])([CH3:27])[CH3:26])=[O:23])[S:19][CH:20]=1)\[C:13](O)=[O:14])([CH3:9])[CH3:8])([CH3:4])([CH3:3])[CH3:2].[NH2:30][C@H:31]1[C@@H:34]([CH2:35][N:36]2[CH:40]=[N:39][C:38]([CH3:41])=[N:37]2)[NH:33][C:32]1=[O:42].CCN=C=NCCCN(C)C.N1C=CC=CC=1.C1C=CC2N(O)N=NC=2C=1.CCN(C(C)C)C(C)C. The catalyst is CN(C=O)C. The product is [C:25]([O:24][C:22]([NH:21][C:18]1[S:19][CH:20]=[C:16](/[C:12](=[N:11]/[O:10][C:7]([CH3:9])([CH3:8])[C:6]([O:5][C:1]([CH3:4])([CH3:3])[CH3:2])=[O:29])/[C:13]([NH:30][C@@H:31]2[C:32](=[O:42])[NH:33][C@@H:34]2[CH2:35][N:36]2[CH:40]=[N:39][C:38]([CH3:41])=[N:37]2)=[O:14])[N:17]=1)=[O:23])([CH3:28])([CH3:27])[CH3:26]. The yield is 0.540.